From a dataset of Reaction yield outcomes from USPTO patents with 853,638 reactions. Predict the reaction yield, written as a fraction of the theoretical maximum amount of product (1.0 means a 100% yield; for example, 0.34 means a 34% yield). (1) The reactants are [C:1]([O:5][C:6]([NH:8][CH2:9][C:10]1[CH:18]=[CH:17][C:13]([C:14]([OH:16])=[O:15])=[C:12]([N+:19]([O-])=O)[CH:11]=1)=[O:7])([CH3:4])([CH3:3])[CH3:2]. The catalyst is CO.CCOCC.[Pd]. The product is [NH2:19][C:12]1[CH:11]=[C:10]([CH2:9][NH:8][C:6]([O:5][C:1]([CH3:4])([CH3:3])[CH3:2])=[O:7])[CH:18]=[CH:17][C:13]=1[C:14]([OH:16])=[O:15]. The yield is 0.840. (2) The reactants are [CH3:1][O:2][C:3]1[CH:8]=[CH:7][C:6]([C:9]2([C:12]([OH:14])=[O:13])[CH2:11][CH2:10]2)=[CH:5][CH:4]=1.O.[C:16]1(C)C=CC(S(O)(=O)=O)=CC=1. The catalyst is CO. The product is [CH3:16][O:13][C:12]([C:9]1([C:6]2[CH:5]=[CH:4][C:3]([O:2][CH3:1])=[CH:8][CH:7]=2)[CH2:10][CH2:11]1)=[O:14]. The yield is 0.990. (3) The reactants are [CH3:1][C:2]1[N:6]([CH3:7])[C:5]2[CH:8]=[C:9]([C:22]([OH:24])=O)[C:10]3[CH2:11][CH2:12][CH:13]([C:16]4[CH:21]=[CH:20][CH:19]=[CH:18][CH:17]=4)[O:14][C:15]=3[C:4]=2[N:3]=1.F[B-](F)(F)F.[N:30]1(OC(N(C)C)=[N+](C)C)[C:34]2C=CC=[CH:38][C:33]=2N=N1.N1CCC1.O. The catalyst is ClCCl. The product is [N:30]1([C:22]([C:9]2[C:10]3[CH2:11][CH2:12][CH:13]([C:16]4[CH:17]=[CH:18][CH:19]=[CH:20][CH:21]=4)[O:14][C:15]=3[C:4]3[N:3]=[C:2]([CH3:1])[N:6]([CH3:7])[C:5]=3[CH:8]=2)=[O:24])[CH2:38][CH2:33][CH2:34]1. The yield is 0.610.